Task: Predict the reaction yield, written as a fraction of the theoretical maximum amount of product (1.0 means a 100% yield; for example, 0.34 means a 34% yield).. Dataset: Reaction yield outcomes from USPTO patents with 853,638 reactions (1) The reactants are I[C:2]1[CH:21]=[N:20][C:5]2[NH:6][CH2:7][CH2:8][N:9]([CH2:10][C:11]3[O:12][C:13]([C:16]([F:19])([F:18])[F:17])=[CH:14][CH:15]=3)[C:4]=2[CH:3]=1.[CH3:22][N:23]1[CH2:28][CH2:27][N:26]([C:29]2[CH:34]=[C:33](B3OC(C)(C)C(C)(C)O3)[CH:32]=[CH:31][N:30]=2)[CH2:25][CH2:24]1. No catalyst specified. The product is [CH3:22][N:23]1[CH2:24][CH2:25][N:26]([C:29]2[CH:34]=[C:33]([C:2]3[CH:21]=[N:20][C:5]4[NH:6][CH2:7][CH2:8][N:9]([CH2:10][C:11]5[O:12][C:13]([C:16]([F:19])([F:18])[F:17])=[CH:14][CH:15]=5)[C:4]=4[CH:3]=3)[CH:32]=[CH:31][N:30]=2)[CH2:27][CH2:28]1. The yield is 0.300. (2) The reactants are [N+:1]([C:4]1[CH:5]=[C:6]([CH:14]=[CH:15][CH:16]=1)[O:7][CH2:8][C:9](OCC)=[O:10])([O-:3])=[O:2].Cl.CN.[CH:20]([N:23](C(C)C)CC)(C)C. The catalyst is CO.O. The product is [CH3:20][NH:23][C:9](=[O:10])[CH2:8][O:7][C:6]1[CH:14]=[CH:15][CH:16]=[C:4]([N+:1]([O-:3])=[O:2])[CH:5]=1. The yield is 0.950. (3) The reactants are [Cl:1][C:2]1[N:3]=[C:4](Cl)[C:5]2[CH2:10][CH2:9][CH:8]([C:11]3[CH:16]=[CH:15][CH:14]=[CH:13][CH:12]=3)[C:6]=2[N:7]=1.[CH:18]1([NH2:21])[CH2:20][CH2:19]1.O. The catalyst is CN1C(=O)CCC1. The product is [Cl:1][C:2]1[N:3]=[C:4]([NH:21][CH:18]2[CH2:20][CH2:19]2)[C:5]2[CH2:10][CH2:9][CH:8]([C:11]3[CH:16]=[CH:15][CH:14]=[CH:13][CH:12]=3)[C:6]=2[N:7]=1. The yield is 0.960. (4) The reactants are [Br:1][C:2]1[C:3]([C:11]([OH:13])=[O:12])=[N:4][C:5]([CH:8]([CH3:10])[CH3:9])=[N:6][CH:7]=1.S(Cl)(Cl)=O.[C:18]([O-])([O-])=O.[Na+].[Na+]. The catalyst is CO.CCOC(C)=O. The product is [CH3:18][O:12][C:11]([C:3]1[C:2]([Br:1])=[CH:7][N:6]=[C:5]([CH:8]([CH3:9])[CH3:10])[N:4]=1)=[O:13]. The yield is 0.940. (5) The reactants are C([Mg]Br)C.[I:5][C:6]1[N:7]=[C:8]2[C:14]3[CH:15]=[CH:16][C:17]([C:19]([O:21][CH3:22])=[O:20])=[CH:18][C:13]=3[O:12][CH2:11][CH2:10][N:9]2[C:23]=1I.[NH4+].[Cl-]. The catalyst is C(OCC)C.C1COCC1. The product is [I:5][C:6]1[N:7]=[C:8]2[C:14]3[CH:15]=[CH:16][C:17]([C:19]([O:21][CH3:22])=[O:20])=[CH:18][C:13]=3[O:12][CH2:11][CH2:10][N:9]2[CH:23]=1. The yield is 0.800. (6) The reactants are [NH2:1][C:2]1[CH:7]=[CH:6][N:5]=[CH:4][C:3]=1[S:8]([NH2:11])(=[O:10])=[O:9].[CH3:12][O:13][C:14](=[O:20])[CH2:15][C:16](OC)=O. No catalyst specified. The product is [CH3:12][O:13][C:14](=[O:20])[CH2:15][C:16]1[NH:1][C:2]2[CH:7]=[CH:6][N:5]=[CH:4][C:3]=2[S:8](=[O:10])(=[O:9])[N:11]=1. The yield is 0.370. (7) The reactants are Cl[C:2]1[C:11]2[C:6](=[CH:7][CH:8]=[C:9]([Cl:12])[N:10]=2)[N:5]=[CH:4][C:3]=1[C:13](=[O:16])[CH2:14][CH3:15].[C:17]([O:21][C:22](=[O:37])[NH:23][C@@H:24]1[CH2:29][CH2:28][CH2:27][N:26]([C:30]2[CH:35]=[CH:34][C:33]([NH2:36])=[CH:32][N:31]=2)[CH2:25]1)([CH3:20])([CH3:19])[CH3:18]. No catalyst specified. The product is [C:17]([O:21][C:22](=[O:37])[NH:23][C@@H:24]1[CH2:29][CH2:28][CH2:27][N:26]([C:30]2[CH:35]=[CH:34][C:33]([NH:36][C:2]3[C:11]4[C:6](=[CH:7][CH:8]=[C:9]([Cl:12])[N:10]=4)[N:5]=[CH:4][C:3]=3[C:13](=[O:16])[CH2:14][CH3:15])=[CH:32][N:31]=2)[CH2:25]1)([CH3:20])([CH3:18])[CH3:19]. The yield is 0.840. (8) The reactants are [CH3:1][O:2][C:3]1[CH:4]=[C:5]2[C:9](=[CH:10][C:11]=1[C:12]([F:15])([F:14])[F:13])[NH:8][C:7](C(O)=O)=[C:6]2[CH3:19].Cl. The catalyst is N1C2C(=CC=CC=2)C=CC=1.CCOC(C)=O.[Cu]. The product is [CH3:1][O:2][C:3]1[CH:4]=[C:5]2[C:9](=[CH:10][C:11]=1[C:12]([F:15])([F:13])[F:14])[NH:8][CH:7]=[C:6]2[CH3:19]. The yield is 0.510. (9) The reactants are FC(F)(F)S(O[C:7]1[C:8]([C:18](=[O:20])[CH3:19])=[CH:9][C:10]([Cl:17])=[C:11]2[C:16]=1[N:15]=[CH:14][CH:13]=[CH:12]2)(=O)=O.Cl.[CH3:24][O:25][CH:26]1[CH2:30][CH2:29][NH:28][CH2:27]1.C(=O)([O-])[O-].[Cs+].[Cs+]. The catalyst is O1CCCC1.ClCCl.C([O-])(=O)C.[Pd+2].C([O-])(=O)C.C1C=CC(P(C2C=CC3C(=CC=CC=3)C=2C2C3C(=CC=CC=3)C=CC=2P(C2C=CC=CC=2)C2C=CC=CC=2)C2C=CC=CC=2)=CC=1. The product is [Cl:17][C:10]1[CH:9]=[C:8]([C:18](=[O:20])[CH3:19])[C:7]([N:28]2[CH2:29][CH2:30][CH:26]([O:25][CH3:24])[CH2:27]2)=[C:16]2[C:11]=1[CH:12]=[CH:13][CH:14]=[N:15]2. The yield is 0.430.